From a dataset of Forward reaction prediction with 1.9M reactions from USPTO patents (1976-2016). Predict the product of the given reaction. (1) The product is: [CH:7]1[C:8]2[C:12]3[CH:13]=[CH:14][CH:15]=[CH:16][C:11]=3[O:10][C:9]=2[C:4]([NH2:1])=[CH:5][CH:6]=1. Given the reactants [N:1]([C:4]1[C:9]2[O:10][C:11]3[CH:16]=[CH:15][CH:14]=[CH:13][C:12]=3[C:8]=2[CH:7]=[CH:6][CH:5]=1)=[N+]=[N-], predict the reaction product. (2) Given the reactants [CH2:1]([O:3][C:4](=[O:35])[NH:5][C:6]1[N:15]([CH2:16][C:17]2[CH:22]=[CH:21][C:20]([O:23]CC3C=CC(OC)=CC=3)=[C:19]([O:33][CH3:34])[CH:18]=2)[C:9]2=[N:10][CH:11]=[C:12]([I:14])[CH:13]=[C:8]2[N:7]=1)[CH3:2].FC(F)(F)C(O)=O.C(=O)([O-])[O-].[K+].[K+], predict the reaction product. The product is: [CH2:1]([O:3][C:4](=[O:35])[NH:5][C:6]1[N:15]([CH2:16][C:17]2[CH:22]=[CH:21][C:20]([OH:23])=[C:19]([O:33][CH3:34])[CH:18]=2)[C:9]2=[N:10][CH:11]=[C:12]([I:14])[CH:13]=[C:8]2[N:7]=1)[CH3:2]. (3) Given the reactants [Br:1][C:2]1[CH:11]=[CH:10][C:5]([O:6][CH2:7][CH2:8][OH:9])=[C:4]([C:12]([F:15])([F:14])[F:13])[CH:3]=1.[OH2:16].[C:17]1(C)C=[CH:21][C:20](S(O)(=O)=O)=[CH:19][CH:18]=1, predict the reaction product. The product is: [Br:1][C:2]1[CH:11]=[CH:10][C:5]([O:6][CH2:7][CH2:8][O:9][CH:21]2[CH2:20][CH2:19][CH2:18][CH2:17][O:16]2)=[C:4]([C:12]([F:13])([F:14])[F:15])[CH:3]=1. (4) Given the reactants [CH2:1]([C:3]1([CH2:16][CH3:17])[C:11]2[C:6](=[CH:7][CH:8]=[C:9]([N+:12]([O-:14])=[O:13])[CH:10]=2)[NH:5][C:4]1=[O:15])[CH3:2].[H-].[Na+].I[CH:21]([CH3:23])[CH3:22], predict the reaction product. The product is: [CH2:16]([C:3]1([CH2:1][CH3:2])[C:11]2[C:6](=[CH:7][CH:8]=[C:9]([N+:12]([O-:14])=[O:13])[CH:10]=2)[N:5]([CH:21]([CH3:23])[CH3:22])[C:4]1=[O:15])[CH3:17]. (5) Given the reactants [CH3:1][C:2]([CH3:4])=[O:3].[C:5]1([CH:11]([OH:13])C)C=[CH:9][CH:8]=[CH:7][CH:6]=1.[C:14]([O:21][CH2:22][CH2:23][CH2:24][CH2:25][CH2:26][CH3:27])(=[O:20])[CH2:15][CH2:16][CH2:17][CH2:18][CH3:19], predict the reaction product. The product is: [C:14]([O:21][CH2:22][CH2:23][CH2:24][CH2:25][CH2:26][CH3:27])(=[O:20])[CH2:15][CH2:16][CH2:17][CH2:18][CH3:19].[C:11]([O:3][CH:2]([CH3:4])[CH3:1])(=[O:13])[CH2:5][CH2:6][CH2:7][CH2:8][CH3:9].